From a dataset of Forward reaction prediction with 1.9M reactions from USPTO patents (1976-2016). Predict the product of the given reaction. (1) Given the reactants [C:1]([O:5][C:6](=[O:14])[NH:7][C:8]1[CH:13]=[CH:12][N:11]=[CH:10][CH:9]=1)([CH3:4])([CH3:3])[CH3:2].C([Li])(C)(C)C.[CH2:20]([Sn:24](Cl)([CH2:29][CH2:30][CH2:31][CH3:32])[CH2:25][CH2:26][CH2:27][CH3:28])[CH2:21][CH2:22][CH3:23].[Cl-].[NH4+], predict the reaction product. The product is: [C:1]([O:5][C:6](=[O:14])[NH:7][C:8]1[CH:13]=[CH:12][N:11]=[CH:10][C:9]=1[Sn:24]([CH2:25][CH2:26][CH2:27][CH3:28])([CH2:29][CH2:30][CH2:31][CH3:32])[CH2:20][CH2:21][CH2:22][CH3:23])([CH3:4])([CH3:2])[CH3:3]. (2) Given the reactants C([S:4][CH:5]1[CH2:8][N:7]([C:9]2[S:10][CH:11]=[C:12]([C:14](=[O:35])[NH:15][CH:16]3[CH2:21][CH2:20][N:19]([C:22]([O:24][CH2:25][C:26]4[CH:31]=[CH:30][C:29]([N+:32]([O-:34])=[O:33])=[CH:28][CH:27]=4)=[O:23])[CH2:18][CH2:17]3)[N:13]=2)[CH2:6]1)(=O)C.C(O)(=O)C.NN.C1(P(O[C:57]2[C@H:58]([CH3:81])[C@H:59]3[C@@H:76]([C@H:77]([OH:79])[CH3:78])[C:75](=[O:80])[N:60]3[C:61]=2[C:62]([O:64][CH2:65][C:66]2[CH:71]=[CH:70][C:69]([N+:72]([O-:74])=[O:73])=[CH:68][CH:67]=2)=[O:63])(C2C=CC=CC=2)=O)C=CC=CC=1.C(N(C(C)C)CC)(C)C.C(=O)([O-])O.[Na+], predict the reaction product. The product is: [N+:32]([C:29]1[CH:30]=[CH:31][C:26]([CH2:25][O:24][C:22]([N:19]2[CH2:18][CH2:17][CH:16]([NH:15][C:14]([C:12]3[N:13]=[C:9]([N:7]4[CH2:6][CH:5]([S:4][C:57]5[C@H:58]([CH3:81])[C@@H:59]6[C@@H:76]([C@H:77]([OH:79])[CH3:78])[C:75](=[O:80])[N:60]6[C:61]=5[C:62]([O:64][CH2:65][C:66]5[CH:71]=[CH:70][C:69]([N+:72]([O-:74])=[O:73])=[CH:68][CH:67]=5)=[O:63])[CH2:8]4)[S:10][CH:11]=3)=[O:35])[CH2:21][CH2:20]2)=[O:23])=[CH:27][CH:28]=1)([O-:34])=[O:33]. (3) Given the reactants O=[CH:2][CH2:3][C:4]([CH:6]1[CH2:10][CH2:9][CH2:8][N:7]1[C:11]([O:13]C(C)(C)C)=O)=O.[CH:18]([C:20]1[CH:28]=[CH:27][C:23]([C:24]([OH:26])=O)=[CH:22][CH:21]=1)=O.N1CCCCC1.C(OC)(OC)OC.[NH2:42]/[C:43](/[CH2:50][CH2:51][C:52]1[CH:57]=[CH:56][C:55]([O:58][CH3:59])=[CH:54][CH:53]=1)=[CH:44]\[C:45]([O:47][CH2:48][CH3:49])=[O:46].C(C1C(=O)C(Cl)=C(Cl)C(=O)C=1C#N)#N.FC(F)(F)C(OC1C(F)=C(F)C(F)=C(F)C=1F)=O.[NH2:92][CH2:93][C:94]1[CH:99]=[CH:98][CH:97]=[CH:96][N:95]=1, predict the reaction product. The product is: [CH3:59][O:58][C:55]1[CH:54]=[CH:53][C:52]([CH2:51][CH2:50][C:43]2[C:44]([C:45]([O:47][CH2:48][CH3:49])=[O:46])=[C:18]([C:20]3[CH:21]=[CH:22][C:23]([C:24]([NH:92][CH2:93][C:94]4[CH:99]=[CH:98][CH:97]=[CH:96][N:95]=4)=[O:26])=[CH:27][CH:28]=3)[C:2]3[C:11](=[O:13])[N:7]4[CH2:8][CH2:9][CH2:10][C@H:6]4[CH2:4][C:3]=3[N:42]=2)=[CH:57][CH:56]=1. (4) The product is: [I-:2].[CH2:17]([O:16][C:14]1[CH:15]=[C:10]2[C:11]([C:7]([CH2:6][N+:4]([CH3:1])([CH3:3])[CH3:5])=[CH:8][NH:9]2)=[CH:12][CH:13]=1)[C:18]1[CH:23]=[CH:22][CH:21]=[CH:20][CH:19]=1. Given the reactants [CH3:1][I:2].[CH3:3][N:4]([CH2:6][C:7]1[C:11]2[CH:12]=[CH:13][C:14]([O:16][CH2:17][C:18]3[CH:23]=[CH:22][CH:21]=[CH:20][CH:19]=3)=[CH:15][C:10]=2[NH:9][CH:8]=1)[CH3:5], predict the reaction product.